Task: Predict the reaction yield, written as a fraction of the theoretical maximum amount of product (1.0 means a 100% yield; for example, 0.34 means a 34% yield).. Dataset: Reaction yield outcomes from USPTO patents with 853,638 reactions (1) The reactants are Cl[S:2]([CH2:5][CH2:6][CH2:7][NH:8][C:9](=[O:11])[CH3:10])(=[O:4])=[O:3].[CH3:12][C:13]([CH3:20])([CH2:16][CH2:17][CH:18]=[CH2:19])[CH2:14][OH:15].C(N(CC)CC)C. The catalyst is ClCCl.CN(C1C=CN=CC=1)C. The product is [C:9]([NH:8][CH2:7][CH2:6][CH2:5][S:2]([O:15][CH2:14][C:13]([CH3:20])([CH3:12])[CH2:16][CH2:17][CH:18]=[CH2:19])(=[O:4])=[O:3])(=[O:11])[CH3:10]. The yield is 0.400. (2) The reactants are [N+:1]([C:4]1[CH:21]=[CH:20][CH:19]=[CH:18][C:5]=1[C:6]([NH:8][NH:9][C:10](=O)[C:11]1[CH:16]=[CH:15][CH:14]=[CH:13][N:12]=1)=O)([O-:3])=[O:2].P12(SP3(SP(SP(S3)(S1)=S)(=S)S2)=S)=[S:23].O.CCOC(C)=O. The catalyst is C1(C)C=CC=CC=1. The product is [N+:1]([C:4]1[CH:21]=[CH:20][CH:19]=[CH:18][C:5]=1[C:6]1[S:23][C:10]([C:11]2[CH:16]=[CH:15][CH:14]=[CH:13][N:12]=2)=[N:9][N:8]=1)([O-:3])=[O:2]. The yield is 0.810. (3) The reactants are C(N(CC)C(C)C)(C)C.Cl.[NH2:11][C@@H:12]([C:20]([CH3:23])([CH3:22])[CH3:21])[C:13]([O:15][C:16]([CH3:19])([CH3:18])[CH3:17])=[O:14].[NH2:24][C:25]1[N:30]=[CH:29][C:28]([C:31]2[CH:32]=[CH:33][C:34]([C:37](O)=[O:38])=[N:35][CH:36]=2)=[CH:27][N:26]=1. The catalyst is CN(C)C=O. The product is [NH2:24][C:25]1[N:30]=[CH:29][C:28]([C:31]2[CH:32]=[CH:33][C:34]([C:37]([NH:11][C@@H:12]([C:20]([CH3:23])([CH3:22])[CH3:21])[C:13]([O:15][C:16]([CH3:17])([CH3:19])[CH3:18])=[O:14])=[O:38])=[N:35][CH:36]=2)=[CH:27][N:26]=1. The yield is 0.423. (4) The reactants are C(OC(N1CCC2C3C=CC=CC=3NC=2CC1)=O)(C)(C)C.[CH3:22][N:23]([CH3:48])[C:24](=[O:47])[CH2:25][N:26]1[C:34]2[CH:33]=[CH:32][CH:31]=[CH:30][C:29]=2[C:28]2[CH2:35][CH2:36][N:37]([C:40]([O:42][C:43]([CH3:46])([CH3:45])[CH3:44])=[O:41])[CH2:38][CH2:39][C:27]1=2.[H-].[Na+].ClCC(N(C)C)=O.CCOC(C)=O. The catalyst is CN(C=O)C. The product is [CH3:48][N:23]([CH3:22])[C:24](=[O:47])[CH2:25][N:26]1[C:34]2[CH:33]=[CH:32][CH:31]=[CH:30][C:29]=2[C:28]2[CH2:35][CH2:36][N:37]([C:40]([O:42][C:43]([CH3:44])([CH3:45])[CH3:46])=[O:41])[CH2:38][CH2:39][C:27]1=2. The yield is 0.900.